Predict the reactants needed to synthesize the given product. From a dataset of Full USPTO retrosynthesis dataset with 1.9M reactions from patents (1976-2016). (1) Given the product [OH:8][N:9]1[C:15](=[O:16])[N:14]2[CH2:17][C@H:10]1[CH2:11][CH2:12][C@H:13]2[C:18]([NH:20][O:21][CH:22]1[CH2:28][CH:27]2[N:29]([C:30]([O:32][C:33]([CH3:36])([CH3:35])[CH3:34])=[O:31])[CH:24]([CH2:25][CH2:26]2)[CH2:23]1)=[O:19], predict the reactants needed to synthesize it. The reactants are: C([O:8][N:9]1[C:15](=[O:16])[N:14]2[CH2:17][C@H:10]1[CH2:11][CH2:12][C@H:13]2[C:18]([NH:20][O:21][CH:22]1[CH2:28][CH:27]2[N:29]([C:30]([O:32][C:33]([CH3:36])([CH3:35])[CH3:34])=[O:31])[CH:24]([CH2:25][CH2:26]2)[CH2:23]1)=[O:19])C1C=CC=CC=1.[H][H]. (2) Given the product [CH:12]([CH:13]1[CH2:14][C:15]([CH3:22])([C:17]([O:19][CH2:20][CH3:21])=[O:18])[CH2:16]1)=[O:11], predict the reactants needed to synthesize it. The reactants are: C(Cl)(=O)C(Cl)=O.CS(C)=O.[OH:11][CH2:12][CH:13]1[CH2:16][C:15]([CH3:22])([C:17]([O:19][CH2:20][CH3:21])=[O:18])[CH2:14]1.[NH4+].[Cl-]. (3) Given the product [Br:23][CH2:1][CH2:2][CH2:3][CH2:4][CH2:5][CH2:6][CH2:7][CH2:8][CH2:9][CH2:10][CH2:11][CH2:12][CH2:13][CH2:14][CH2:15][CH2:16][CH2:17][CH2:18][CH2:19][CH2:20][OH:21], predict the reactants needed to synthesize it. The reactants are: [CH2:1](O)[CH2:2][CH2:3][CH2:4][CH2:5][CH2:6][CH2:7][CH2:8][CH2:9][CH2:10][CH2:11][CH2:12][CH2:13][CH2:14][CH2:15][CH2:16][CH2:17][CH2:18][CH2:19][CH2:20][OH:21].[BrH:23].